From a dataset of Kir2.1 potassium channel HTS with 301,493 compounds. Binary Classification. Given a drug SMILES string, predict its activity (active/inactive) in a high-throughput screening assay against a specified biological target. (1) The compound is S(=O)(=O)(N1CCC(CC1)C(=O)N(CC(C)C)c1c(n(CCCC)c(=O)[nH]c1=O)N)c1c(cc(cc1)C)C. The result is 0 (inactive). (2) The molecule is S(c1nc(nc2CC(OCc12)(C)C)c1ccc(OC)cc1)CC(=O)N1CCCC1. The result is 0 (inactive). (3) The compound is Clc1ccc(/N=C2/S\C(=C3\c4c(NC3=O)cccc4)C(=O)N2C)cc1. The result is 0 (inactive).